From a dataset of Full USPTO retrosynthesis dataset with 1.9M reactions from patents (1976-2016). Predict the reactants needed to synthesize the given product. Given the product [CH:1]1([CH2:4][C:5]([NH:13][C:14]([C:16]2[CH:21]=[C:20]([O:22][C@@H:23]([CH3:28])[C:24]([F:27])([F:26])[F:25])[C:19]([CH:30]3[CH2:32][CH2:31]3)=[CH:18][N:17]=2)=[O:15])([CH3:12])[C:6]2[N:10]=[C:9]([CH3:11])[O:8][N:7]=2)[CH2:3][CH2:2]1, predict the reactants needed to synthesize it. The reactants are: [CH:1]1([CH2:4][C:5]([NH:13][C:14]([C:16]2[CH:21]=[C:20]([O:22][C@@H:23]([CH3:28])[C:24]([F:27])([F:26])[F:25])[C:19](Br)=[CH:18][N:17]=2)=[O:15])([CH3:12])[C:6]2[N:10]=[C:9]([CH3:11])[O:8][N:7]=2)[CH2:3][CH2:2]1.[CH:30]1(B(O)O)[CH2:32][CH2:31]1.C(=O)([O-])[O-].[Na+].[Na+].